Dataset: Full USPTO retrosynthesis dataset with 1.9M reactions from patents (1976-2016). Task: Predict the reactants needed to synthesize the given product. (1) Given the product [CH:11]([S:8]([C:3]1[CH:4]=[CH:5][CH:6]=[CH:7][C:2]=1[C:22]1[N:21]([C:19]([O:18][C:14]([CH3:17])([CH3:16])[CH3:15])=[O:20])[CH:25]=[CH:24][CH:23]=1)(=[O:10])=[O:9])([CH3:13])[CH3:12], predict the reactants needed to synthesize it. The reactants are: Br[C:2]1[CH:7]=[CH:6][CH:5]=[CH:4][C:3]=1[S:8]([CH:11]([CH3:13])[CH3:12])(=[O:10])=[O:9].[C:14]([O:18][C:19]([N:21]1[CH:25]=[CH:24][CH:23]=[C:22]1B(O)O)=[O:20])([CH3:17])([CH3:16])[CH3:15].C(=O)([O-])[O-].[Na+].[Na+]. (2) The reactants are: [CH3:1][O:2][CH2:3][C:4]([CH3:11])([CH3:10])[C:5](=[O:9])[CH2:6][C:7]#[N:8].[OH-].[Na+].S(O)(O)(=O)=O.[NH2:19]O.Cl. Given the product [CH3:1][O:2][CH2:3][C:4]([C:5]1[O:9][N:8]=[C:7]([NH2:19])[CH:6]=1)([CH3:11])[CH3:10], predict the reactants needed to synthesize it. (3) Given the product [NH2:2][CH2:1][CH2:3][CH2:4][N:5]([CH2:10][CH2:11][CH2:12][CH2:13][CH2:14][CH2:15][CH2:16][CH2:17][CH2:18][CH2:19][CH2:20][CH2:21][CH2:22][CH2:23][CH2:24][CH2:25][CH2:26][CH3:27])[CH2:6][CH2:7][CH2:8][NH2:9], predict the reactants needed to synthesize it. The reactants are: [C:1]([CH2:3][CH2:4][N:5]([CH2:10][CH2:11][CH2:12][CH2:13][CH2:14][CH2:15][CH2:16][CH2:17][CH2:18][CH2:19][CH2:20][CH2:21][CH2:22][CH2:23][CH2:24][CH2:25][CH2:26][CH3:27])[CH2:6][CH2:7][C:8]#[N:9])#[N:2].[H][H]. (4) The reactants are: [Br:1][C:2]1[C:3](F)=[C:4]2[C:10]([NH:11][C:12](=[O:16])[CH:13]([CH3:15])[CH3:14])=[CH:9][NH:8][C:5]2=[N:6][CH:7]=1.C(OC(=O)[NH:24][C@H:25]1[C@H:30]([CH:31]2[CH2:33][CH2:32]2)[CH2:29][CH2:28][NH:27][CH2:26]1)(C)(C)C.CCN(C(C)C)C(C)C.C(O)(C(F)(F)F)=O.C(Cl)[Cl:52]. Given the product [ClH:52].[NH2:24][C@H:25]1[C@H:30]([CH:31]2[CH2:33][CH2:32]2)[CH2:29][CH2:28][N:27]([C:3]2[C:2]([Br:1])=[CH:7][N:6]=[C:5]3[NH:8][CH:9]=[C:10]([NH:11][C:12](=[O:16])[CH:13]([CH3:15])[CH3:14])[C:4]=23)[CH2:26]1, predict the reactants needed to synthesize it.